From a dataset of Catalyst prediction with 721,799 reactions and 888 catalyst types from USPTO. Predict which catalyst facilitates the given reaction. (1) Reactant: [OH:1][CH:2](S([O-])(=O)=O)[CH2:3][CH2:4][CH:5]([N+:14]([O-:16])=[O:15])[CH2:6][CH2:7][CH:8]([OH:13])S([O-])(=O)=O.[Na+].[Na+].C(O)(=O)C=O.C(=O)(O)[O-].[Na+]. Product: [N+:14]([CH:5]([CH2:4][CH2:3][CH:2]=[O:1])[CH2:6][CH2:7][CH:8]=[O:13])([O-:16])=[O:15]. The catalyst class is: 34. (2) Reactant: [Br:1][CH2:2][C:3]([C:5]1[C:6](=[O:20])[O:7][C:8]2[C:13]([CH:14]=1)=[CH:12][CH:11]=[C:10]([CH2:15][CH2:16][CH2:17][CH2:18][OH:19])[CH:9]=2)=O.[CH3:21][C:22]1[C:23]([NH2:29])=[N:24][CH:25]=[C:26]([CH3:28])[N:27]=1. Product: [BrH:1].[CH3:28][C:26]1[N:27]=[C:22]([CH3:21])[C:23]2[N:24]([CH:2]=[C:3]([C:5]3[C:6](=[O:20])[O:7][C:8]4[C:13]([CH:14]=3)=[CH:12][CH:11]=[C:10]([CH2:15][CH2:16][CH2:17][CH2:18][OH:19])[CH:9]=4)[N:29]=2)[CH:25]=1. The catalyst class is: 23. (3) Reactant: C(Cl)(=O)C(Cl)=O.CS(C)=O.[Br:11][C:12]1[CH:17]=[C:16]([Cl:18])[C:15]([CH2:19][OH:20])=[C:14]([Cl:21])[CH:13]=1.C(N(CC)CC)C.C(=O)(O)[O-].[Na+]. Product: [Br:11][C:12]1[CH:13]=[C:14]([Cl:21])[C:15]([CH:19]=[O:20])=[C:16]([Cl:18])[CH:17]=1. The catalyst class is: 4.